Dataset: Forward reaction prediction with 1.9M reactions from USPTO patents (1976-2016). Task: Predict the product of the given reaction. (1) Given the reactants [F:1][C:2]1[CH:7]=[C:6]([F:8])[CH:5]=[CH:4][C:3]=1/[CH:9]=[CH:10]/[N+:11]([O-:13])=[O:12].CO[CH2:16][N:17]([CH2:23][C:24]1[CH:29]=[CH:28][CH:27]=[CH:26][CH:25]=1)[CH2:18][Si](C)(C)C.C(O)(C(F)(F)F)=O, predict the reaction product. The product is: [CH2:23]([N:17]1[CH2:18][C@@H:10]([N+:11]([O-:13])=[O:12])[C@H:9]([C:3]2[CH:4]=[CH:5][C:6]([F:8])=[CH:7][C:2]=2[F:1])[CH2:16]1)[C:24]1[CH:29]=[CH:28][CH:27]=[CH:26][CH:25]=1. (2) Given the reactants [Br:1][C:2]1[CH:7]=[CH:6][C:5]([F:8])=[C:4]([C:9]([CH:15]2[CH2:17][CH2:16]2)([N:12]=[C:13]=[O:14])[CH2:10]I)[CH:3]=1.C(N(CC)CC)C.C([OH:29])CCC, predict the reaction product. The product is: [Br:1][C:2]1[CH:7]=[CH:6][C:5]([F:8])=[C:4]([C:9]2([CH:15]3[CH2:17][CH2:16]3)[CH2:10][O:14][C:13](=[O:29])[NH:12]2)[CH:3]=1. (3) Given the reactants [C:1]1([CH2:7][CH2:8][OH:9])[CH:6]=[CH:5][CH:4]=[CH:3][CH:2]=1.[CH3:10][C:11]1[CH:12]=[CH:13][C:14]([C:17](O)=[O:18])=[CH:15][CH:16]=1.[OH-].[K+], predict the reaction product. The product is: [C:11]1([CH3:10])[CH:16]=[CH:15][C:14]([C:17]([O:9][CH2:8][CH2:7][C:1]2[CH:6]=[CH:5][CH:4]=[CH:3][CH:2]=2)=[O:18])=[CH:13][CH:12]=1. (4) Given the reactants [F:1][C:2]1[CH:27]=[CH:26][CH:25]=[C:24]([F:28])[C:3]=1[C:4]([NH:6][C:7]1[CH:11]=[CH:10][N:9]([CH2:12][C:13]2[C:18]([C:19]([F:22])([F:21])[F:20])=[CH:17][CH:16]=[CH:15][C:14]=2[F:23])[N:8]=1)=[O:5].[P:29]([O:39][C:40]([CH3:43])([CH3:42])[CH3:41])([O:34][C:35]([CH3:38])([CH3:37])[CH3:36])([O:31][CH2:32]Cl)=[O:30].[OH-].[K+], predict the reaction product. The product is: [P:29]([O:34][C:35]([CH3:38])([CH3:37])[CH3:36])([O:39][C:40]([CH3:41])([CH3:43])[CH3:42])([O:31][CH2:32][N:6]([C:4]([C:3]1[C:2]([F:1])=[CH:27][CH:26]=[CH:25][C:24]=1[F:28])=[O:5])[C:7]1[CH:11]=[CH:10][N:9]([CH2:12][C:13]2[C:18]([C:19]([F:21])([F:22])[F:20])=[CH:17][CH:16]=[CH:15][C:14]=2[F:23])[N:8]=1)=[O:30]. (5) Given the reactants [C:1]([O:5][C:6]([NH:8][C@@H:9]([C:15]1[CH:20]=[CH:19][C:18]([O:21][CH:22]([F:24])[F:23])=[CH:17][CH:16]=1)[CH2:10][C:11](OC)=[O:12])=[O:7])([CH3:4])([CH3:3])[CH3:2].[H-].[H-].[H-].[H-].[Li+].[Al+3], predict the reaction product. The product is: [F:23][CH:22]([F:24])[O:21][C:18]1[CH:17]=[CH:16][C:15]([C@H:9]([NH:8][C:6](=[O:7])[O:5][C:1]([CH3:2])([CH3:3])[CH3:4])[CH2:10][CH2:11][OH:12])=[CH:20][CH:19]=1. (6) Given the reactants O=[C:2]([CH2:6][CH3:7])[CH2:3][C:4]#[N:5].[C:8]1([NH:14][NH2:15])[CH:13]=[CH:12][CH:11]=[CH:10][CH:9]=1, predict the reaction product. The product is: [CH2:6]([C:2]1[CH:3]=[C:4]([NH2:5])[N:14]([C:8]2[CH:13]=[CH:12][CH:11]=[CH:10][CH:9]=2)[N:15]=1)[CH3:7]. (7) Given the reactants [OH:1][C:2]([CH3:9])([CH3:8])[CH2:3][C:4](OC)=[O:5].[CH2:10]([NH2:13])[CH2:11][CH3:12], predict the reaction product. The product is: [OH:1][C:2]([CH3:9])([CH3:8])[CH2:3][C:4]([NH:13][CH2:10][CH2:11][CH3:12])=[O:5].